Dataset: Full USPTO retrosynthesis dataset with 1.9M reactions from patents (1976-2016). Task: Predict the reactants needed to synthesize the given product. (1) The reactants are: COC1C=CC(C[N:8]([C:22]2[S:23][CH:24]=[CH:25][N:26]=2)[S:9]([C:12]2[CH:13]=[CH:14][C:15]3[NH:20][CH2:19][CH2:18][O:17][C:16]=3[CH:21]=2)(=[O:11])=[O:10])=CC=1.Br[C:30]1[C:31]([O:40][CH3:41])=[N:32][C:33]([C:36]([F:39])([F:38])[F:37])=[CH:34][CH:35]=1.CC(C)([O-])C.[Na+].CC1(C)C2C(=C(P(C3C=CC=CC=3)C3C=CC=CC=3)C=CC=2)OC2C(P(C3C=CC=CC=3)C3C=CC=CC=3)=CC=CC1=2. Given the product [CH3:41][O:40][C:31]1[C:30]([N:20]2[CH2:19][CH2:18][O:17][C:16]3[CH:21]=[C:12]([S:9]([NH:8][C:22]4[S:23][CH:24]=[CH:25][N:26]=4)(=[O:10])=[O:11])[CH:13]=[CH:14][C:15]2=3)=[CH:35][CH:34]=[C:33]([C:36]([F:39])([F:37])[F:38])[N:32]=1, predict the reactants needed to synthesize it. (2) Given the product [CH:8]([NH:21][C:2]([CH3:7])([CH3:6])[C:3](=[O:5])[CH3:4])([C:15]1[CH:16]=[CH:17][CH:18]=[CH:19][CH:20]=1)[C:9]1[CH:14]=[CH:13][CH:12]=[CH:11][CH:10]=1, predict the reactants needed to synthesize it. The reactants are: Br[C:2]([CH3:7])([CH3:6])[C:3](=[O:5])[CH3:4].[CH:8]([NH2:21])([C:15]1[CH:20]=[CH:19][CH:18]=[CH:17][CH:16]=1)[C:9]1[CH:14]=[CH:13][CH:12]=[CH:11][CH:10]=1. (3) The reactants are: [Cl:1][C:2]1[N:10]=[C:9]2[C:5]([NH:6][CH:7]=[N:8]2)=[C:4]([Cl:11])[N:3]=1.C(=O)([O-])[O-].[K+].[K+].[CH:18]1(I)[CH2:23][CH2:22][CH2:21][CH2:20][CH2:19]1. Given the product [Cl:1][C:2]1[N:10]=[C:9]2[C:5]([N:6]=[CH:7][N:8]2[CH:18]2[CH2:23][CH2:22][CH2:21][CH2:20][CH2:19]2)=[C:4]([Cl:11])[N:3]=1, predict the reactants needed to synthesize it. (4) Given the product [NH2:3][C:6]1[CH:7]=[C:8]([N:15]2[CH2:20][CH2:19][CH:18]([NH:21][C:22](=[O:28])[O:23][C:24]([CH3:26])([CH3:25])[CH3:27])[CH2:17][CH2:16]2)[C:9]2[O:13][CH:12]=[CH:11][C:10]=2[CH:14]=1, predict the reactants needed to synthesize it. The reactants are: NN.[N+:3]([C:6]1[CH:7]=[C:8]([N:15]2[CH2:20][CH2:19][CH:18]([NH:21][C:22](=[O:28])[O:23][C:24]([CH3:27])([CH3:26])[CH3:25])[CH2:17][CH2:16]2)[C:9]2[O:13][CH:12]=[CH:11][C:10]=2[CH:14]=1)([O-])=O. (5) Given the product [CH:21]1([CH2:24][N:18]2[CH2:17][CH2:16][C@:14]34[C:15]5[C:2]6[O:1][C@H:13]3[C:12](=[O:19])[CH2:11][CH2:10][C@H:9]4[C@H:8]2[CH2:7][C:6]=5[CH:5]=[CH:4][C:3]=6[OH:20])[CH2:23][CH2:22]1, predict the reactants needed to synthesize it. The reactants are: [O:1]1[C@@H:13]2[C@@:14]34[CH2:16][CH2:17][NH:18][C@@H:8]([C@@H:9]3[CH2:10][CH2:11][C:12]2=[O:19])[CH2:7][C:6]2=[C:15]4[C:2]1=[C:3]([OH:20])[CH:4]=[CH:5]2.[CH:21]1([CH2:24]Br)[CH2:23][CH2:22]1.C([O-])(O)=O.[Na+]. (6) Given the product [CH3:14][C:15]1([CH3:22])[C:19]([CH3:21])([CH3:20])[O:18][B:17]([C:2]2[CH:7]=[CH:6][C:5]([N:8]3[CH2:13][CH2:12][S:11][CH2:10][CH2:9]3)=[CH:4][CH:3]=2)[O:16]1, predict the reactants needed to synthesize it. The reactants are: Br[C:2]1[CH:7]=[CH:6][C:5]([N:8]2[CH2:13][CH2:12][S:11][CH2:10][CH2:9]2)=[CH:4][CH:3]=1.[CH3:14][C:15]1([CH3:22])[C:19]([CH3:21])([CH3:20])[O:18][BH:17][O:16]1.C(N(CC)CC)C.O. (7) Given the product [NH:23]1[C:24]2[C:29](=[CH:28][CH:27]=[CH:26][CH:25]=2)[C:21]([CH:18]2[CH2:19][CH2:20][N:15]([CH2:14][CH2:13][O:12][C:7]3[CH:8]=[CH:9][CH:10]=[CH:11][C:6]=3[C:5]([OH:30])=[O:4])[CH2:16][CH2:17]2)=[CH:22]1, predict the reactants needed to synthesize it. The reactants are: [OH-].[Na+].C[O:4][C:5](=[O:30])[C:6]1[CH:11]=[CH:10][CH:9]=[CH:8][C:7]=1[O:12][CH2:13][CH2:14][N:15]1[CH2:20][CH2:19][CH:18]([C:21]2[C:29]3[C:24](=[CH:25][CH:26]=[CH:27][CH:28]=3)[NH:23][CH:22]=2)[CH2:17][CH2:16]1. (8) Given the product [Cl:34][C:31]1[CH:32]=[CH:33][C:28]([C:26]2[S:27][C:21]3[C:20](=[O:35])[N:19]([C:16]4[CH:17]=[CH:18][C:13]([O:12][CH:10]5[CH2:9][N:8]([CH3:6])[CH2:11]5)=[C:14]([F:36])[CH:15]=4)[CH:24]=[CH:23][C:22]=3[CH:25]=2)=[CH:29][CH:30]=1, predict the reactants needed to synthesize it. The reactants are: C(O[C:6]([N:8]1[CH2:11][CH:10]([O:12][C:13]2[CH:18]=[CH:17][C:16]([N:19]3[CH:24]=[CH:23][C:22]4[CH:25]=[C:26]([C:28]5[CH:33]=[CH:32][C:31]([Cl:34])=[CH:30][CH:29]=5)[S:27][C:21]=4[C:20]3=[O:35])=[CH:15][C:14]=2[F:36])[CH2:9]1)=O)(C)(C)C.C=O.CC(O)=O.[BH3-]C#N.[Na+].